Task: Predict the reaction yield, written as a fraction of the theoretical maximum amount of product (1.0 means a 100% yield; for example, 0.34 means a 34% yield).. Dataset: Reaction yield outcomes from USPTO patents with 853,638 reactions (1) The reactants are [CH:1]1([N:4]2[C:13]3[C:8](=[CH:9][C:10]([F:15])=[C:11](F)[N:12]=3)[C:7](=[O:16])[C:6]([C:17]([OH:19])=[O:18])=[CH:5]2)[CH2:3][CH2:2]1.[NH2:20][CH:21]1[CH2:26][CH2:25][NH:24][CH2:23][CH:22]1[CH2:27][CH3:28]. The catalyst is C(#N)C. The product is [CH:1]1([N:4]2[C:13]3[C:8](=[CH:9][C:10]([F:15])=[C:11]([N:24]4[CH2:25][CH2:26][CH:21]([NH2:20])[CH:22]([CH2:27][CH3:28])[CH2:23]4)[N:12]=3)[C:7](=[O:16])[C:6]([C:17]([OH:19])=[O:18])=[CH:5]2)[CH2:3][CH2:2]1. The yield is 0.710. (2) The reactants are [CH3:1][C:2]1([CH3:12])[O:6][C@@H:5]([CH:7]=[N:8][OH:9])[C:4]([CH3:11])([CH3:10])[O:3]1.[Cl:13]N1C(=O)CCC1=O.O. The catalyst is CN(C=O)C. The product is [OH:9][N:8]=[C:7]([Cl:13])[C@H:5]1[C:4]([CH3:11])([CH3:10])[O:3][C:2]([CH3:12])([CH3:1])[O:6]1. The yield is 0.796. (3) The reactants are C([NH:6][C:7]1[CH:12]=[CH:11][C:10]([N+:13]([O-:15])=[O:14])=[CH:9][C:8]=1[C:16]#[C:17][C:18]([CH3:24])(C)[C:19](OC)=O)(=O)CCC.CCCC[N+](CCCC)(CCCC)CCCC.[F-]. The catalyst is CN(C=O)C. The product is [CH:18]([C:17]1[NH:6][C:7]2[C:8]([CH:16]=1)=[CH:9][C:10]([N+:13]([O-:15])=[O:14])=[CH:11][CH:12]=2)([CH3:24])[CH3:19]. The yield is 0.330.